From a dataset of Forward reaction prediction with 1.9M reactions from USPTO patents (1976-2016). Predict the product of the given reaction. (1) Given the reactants [Cl:1][C:2]1[CH:7]=[CH:6][CH:5]=[CH:4][C:3]=1[CH:8]([O:10][C:11](=[O:26])[NH:12][C:13]1[CH:18]=[CH:17][N:16]=[CH:15][C:14]=1[C:19]1[CH:24]=[CH:23][C:22]([OH:25])=[CH:21][CH:20]=1)[CH3:9].C1C=CC(N([S:34]([C:37]([F:40])([F:39])[F:38])(=[O:36])=[O:35])[S:34]([C:37]([F:40])([F:39])[F:38])(=[O:36])=[O:35])=CC=1.C(=O)([O-])[O-].[Cs+].[Cs+].CCOC(C)=O.O, predict the reaction product. The product is: [Cl:1][C:2]1[CH:7]=[CH:6][CH:5]=[CH:4][C:3]=1[CH:8]([O:10][C:11]([NH:12][C:13]1[CH:18]=[CH:17][N:16]=[CH:15][C:14]=1[C:19]1[CH:20]=[CH:21][C:22]([O:25][S:34]([C:37]([F:40])([F:39])[F:38])(=[O:36])=[O:35])=[CH:23][CH:24]=1)=[O:26])[CH3:9]. (2) Given the reactants [CH3:1][N:2]1[C:7]([CH3:8])=[CH:6][C:5]([OH:9])=[C:4]([C:10]([O:12]CC)=O)[C:3]1=[O:15].[NH2:16][C:17]1[CH:22]=[N:21][CH:20]=[CH:19][N:18]=1.BrC1C=CC=CC=1, predict the reaction product. The product is: [N:18]1[CH:19]=[CH:20][N:21]=[CH:22][C:17]=1[NH:16][C:10]([C:4]1[C:3](=[O:15])[N:2]([CH3:1])[C:7]([CH3:8])=[CH:6][C:5]=1[OH:9])=[O:12]. (3) Given the reactants [C:1]1([S:7]([CH2:10][C:11]2[CH:18]=[CH:17][CH:16]=[CH:15][C:12]=2[CH2:13]Br)(=[O:9])=[O:8])[CH:6]=[CH:5][CH:4]=[CH:3][CH:2]=1.[N:19]1([CH2:25][C:26]([O:28][CH2:29][CH3:30])=[O:27])[CH2:24][CH2:23][NH:22][CH2:21][CH2:20]1.C([O-])([O-])=O.[K+].[K+].C1COCC1, predict the reaction product. The product is: [C:1]1([S:7]([CH2:10][C:11]2[CH:18]=[CH:17][CH:16]=[CH:15][C:12]=2[CH2:13][N:22]2[CH2:21][CH2:20][N:19]([CH2:25][C:26]([O:28][CH2:29][CH3:30])=[O:27])[CH2:24][CH2:23]2)(=[O:9])=[O:8])[CH:6]=[CH:5][CH:4]=[CH:3][CH:2]=1.